This data is from Reaction yield outcomes from USPTO patents with 853,638 reactions. The task is: Predict the reaction yield, written as a fraction of the theoretical maximum amount of product (1.0 means a 100% yield; for example, 0.34 means a 34% yield). The reactants are [CH3:1][O:2][C:3]1[CH:4]=[C:5]2[C:10](=[CH:11][CH:12]=1)[C:9](O)=[N:8][CH:7]=[C:6]2[N:14]1[CH2:19][CH2:18][O:17][CH2:16][CH2:15]1.O=P(Cl)(Cl)[Cl:22]. No catalyst specified. The product is [Cl:22][C:9]1[C:10]2[C:5](=[CH:4][C:3]([O:2][CH3:1])=[CH:12][CH:11]=2)[C:6]([N:14]2[CH2:19][CH2:18][O:17][CH2:16][CH2:15]2)=[CH:7][N:8]=1. The yield is 0.180.